From a dataset of Aqueous solubility values for 9,982 compounds from the AqSolDB database. Regression/Classification. Given a drug SMILES string, predict its absorption, distribution, metabolism, or excretion properties. Task type varies by dataset: regression for continuous measurements (e.g., permeability, clearance, half-life) or binary classification for categorical outcomes (e.g., BBB penetration, CYP inhibition). For this dataset (solubility_aqsoldb), we predict Y. (1) The drug is NNC(=O)NN. The Y is 0.415 log mol/L. (2) The compound is CC(C)(C)CC(C)(C)N(c1ccccc1)c1cccc2ccccc12. The Y is -8.29 log mol/L.